From a dataset of Forward reaction prediction with 1.9M reactions from USPTO patents (1976-2016). Predict the product of the given reaction. (1) Given the reactants [CH3:1][C:2]1[N:3]=[C:4]([NH:7][C:8]([C:10]2[C:15]([NH:16][C:17]3[CH:18]=N[CH:20]=[CH:21][CH:22]=3)=[CH:14][CH:13]=[C:12]([CH3:23])[N:11]=2)=[O:9])[S:5][CH:6]=1.Br[C:25]1C=CC=CC=1, predict the reaction product. The product is: [CH3:1][C:2]1[N:3]=[C:4]([NH:7][C:8]([C:10]2[C:15]([NH:16][C:17]3[CH:22]=[CH:21][CH:20]=[CH:25][CH:18]=3)=[CH:14][CH:13]=[C:12]([CH3:23])[N:11]=2)=[O:9])[S:5][CH:6]=1. (2) Given the reactants [CH3:1][C:2]1[N:3]([C:11]2[CH:16]=[CH:15][C:14]([F:17])=[CH:13][C:12]=2[C:18]([F:21])([F:20])[F:19])[C:4]([CH3:10])=[CH:5][C:6]=1[C:7](Cl)=[O:8].[S:22]([NH2:32])(=[O:31])([C:24]1[CH:29]=[CH:28][C:27]([NH2:30])=[CH:26][CH:25]=1)=[O:23].C(N(C(C)C)CC)(C)C, predict the reaction product. The product is: [S:22]([C:24]1[CH:25]=[CH:26][C:27]([NH:30][C:7]([C:6]2[CH:5]=[C:4]([CH3:10])[N:3]([C:11]3[CH:16]=[CH:15][C:14]([F:17])=[CH:13][C:12]=3[C:18]([F:21])([F:20])[F:19])[C:2]=2[CH3:1])=[O:8])=[CH:28][CH:29]=1)(=[O:23])(=[O:31])[NH2:32]. (3) Given the reactants [Cl:1][C:2]1[CH:10]=[C:9]([Cl:11])[CH:8]=[CH:7][C:3]=1[C:4]([OH:6])=O.[O:12]([C:20]1[CH:25]=[CH:24][C:23]([S:26]([NH2:29])(=[O:28])=[O:27])=[CH:22][CH:21]=1)[Si:13]([C:16]([CH3:19])([CH3:18])[CH3:17])([CH3:15])[CH3:14].C(Cl)CCl, predict the reaction product. The product is: [Cl:1][C:2]1[CH:10]=[C:9]([Cl:11])[CH:8]=[CH:7][C:3]=1[C:4]([NH:29][S:26]([C:23]1[CH:22]=[CH:21][C:20]([O:12][Si:13]([C:16]([CH3:19])([CH3:18])[CH3:17])([CH3:14])[CH3:15])=[CH:25][CH:24]=1)(=[O:27])=[O:28])=[O:6]. (4) Given the reactants [C:1]([C:3]1[CH:15]=[C:14]([CH3:16])[CH:13]=[CH:12][C:4]=1[O:5][CH2:6][C:7]([O:9][CH2:10][CH3:11])=[O:8])#[N:2].NC1C2C=C(Cl)C=CC=2OC=1C(OCC)=O, predict the reaction product. The product is: [NH2:2][C:1]1[C:3]2[CH:15]=[C:14]([CH3:16])[CH:13]=[CH:12][C:4]=2[O:5][C:6]=1[C:7]([O:9][CH2:10][CH3:11])=[O:8]. (5) Given the reactants C[CH:2]1[CH2:7][CH2:6][CH:5]([CH2:8][OH:9])[CH2:4][CH2:3]1.[H-].[Na+].F[C:13]1[CH:20]=[CH:19][C:16]([CH:17]=[O:18])=[CH:15][C:14]=1[C:21]([F:24])([F:23])[F:22].[CH3:25]N(C)C=O, predict the reaction product. The product is: [CH3:25][C:5]1([CH2:8][O:9][C:13]2[CH:20]=[CH:19][C:16]([CH:17]=[O:18])=[CH:15][C:14]=2[C:21]([F:24])([F:23])[F:22])[CH2:4][CH2:3][CH2:2][CH2:7][CH2:6]1. (6) Given the reactants [Cl-].[NH4+:2].C[Al](C)C.C.[CH2:8]([C:15]#[N:16])[C:9]1[CH:14]=[CH:13][CH:12]=[CH:11][CH:10]=1, predict the reaction product. The product is: [C:9]1([CH2:8][C:15]([NH2:2])=[NH:16])[CH:14]=[CH:13][CH:12]=[CH:11][CH:10]=1. (7) Given the reactants C[SH+](C)=O.[CH3:5][O:6][C:7](=[O:16])[CH2:8][C:9]1[CH:14]=[CH:13][CH:12]=[C:11]([Br:15])[CH:10]=1.[SH:17][C:18]1[CH:23]=[CH:22][N:21]=[CH:20][CH:19]=1, predict the reaction product. The product is: [CH3:5][O:6][C:7](=[O:16])[CH:8]([C:9]1[CH:14]=[CH:13][CH:12]=[C:11]([Br:15])[CH:10]=1)[S:17][C:18]1[CH:23]=[CH:22][N:21]=[CH:20][CH:19]=1.